This data is from Catalyst prediction with 721,799 reactions and 888 catalyst types from USPTO. The task is: Predict which catalyst facilitates the given reaction. (1) Reactant: [CH2:1]([O:8][C:9]([NH:11][C@@H:12]1[CH2:17][CH2:16][N:15](C(OC(C)(C)C)=O)[CH2:14][C@@H:13]1[F:25])=[O:10])[C:2]1[CH:7]=[CH:6][CH:5]=[CH:4][CH:3]=1.[ClH:26]. Product: [ClH:26].[F:25][C@@H:13]1[C@H:12]([NH:11][C:9](=[O:10])[O:8][CH2:1][C:2]2[CH:7]=[CH:6][CH:5]=[CH:4][CH:3]=2)[CH2:17][CH2:16][NH:15][CH2:14]1. The catalyst class is: 269. (2) Reactant: [Li+].[OH-].[Cl:3][C:4]1[N:9]=[C:8]([C:10]([O:12]C)=[O:11])[C:7]([NH:14][CH3:15])=[N:6][CH:5]=1.Cl. Product: [Cl:3][C:4]1[N:9]=[C:8]([C:10]([OH:12])=[O:11])[C:7]([NH:14][CH3:15])=[N:6][CH:5]=1. The catalyst class is: 2. (3) Reactant: [BH4-].[Na+].[CH3:3][CH:4]1[CH2:12][C:11]2[C:6](=[C:7]([C:14]3[CH:19]=[CH:18][CH:17]=[CH:16][CH:15]=3)[CH:8]=[C:9]([CH3:13])[CH:10]=2)[C:5]1=O.C1(C)C=CC=CC=1.S(=O)(=O)(O)O. Product: [CH3:3][C:4]1[CH2:12][C:11]2[C:6]([CH:5]=1)=[C:7]([C:14]1[CH:19]=[CH:18][CH:17]=[CH:16][CH:15]=1)[CH:8]=[C:9]([CH3:13])[CH:10]=2. The catalyst class is: 5. (4) Reactant: [C:1]([O-:4])(=[O:3])[CH3:2].[OH-:5].[K+].[CH3:7][CH2:8][CH2:9][CH2:10][CH2:11][CH3:12].Cl. Product: [O:5]([CH2:2][C:1]([OH:4])=[O:3])[C:9]1[CH:8]=[CH:7][CH:12]=[CH:11][CH:10]=1. The catalyst class is: 125. (5) Reactant: [CH2:1]([S:3][C:4]1[CH:9]=[C:8]([N:10]2[CH2:15][CH2:14][O:13][CH2:12][CH2:11]2)[N:7]=[C:6]([CH3:16])[C:5]=1[C:17]([OH:19])=O)[CH3:2].F[P-](F)(F)(F)(F)F.N1(OC(N(C)C)=[N+](C)C)C2N=CC=CC=2N=N1.C(N(C(C)C)CC)(C)C.[Cl:53][C:54]1[CH:61]=[CH:60][C:57]([CH2:58][NH2:59])=[CH:56][CH:55]=1. Product: [Cl:53][C:54]1[CH:61]=[CH:60][C:57]([CH2:58][NH:59][C:17]([C:5]2[C:6]([CH3:16])=[N:7][C:8]([N:10]3[CH2:11][CH2:12][O:13][CH2:14][CH2:15]3)=[CH:9][C:4]=2[S:3][CH2:1][CH3:2])=[O:19])=[CH:56][CH:55]=1. The catalyst class is: 4. (6) The catalyst class is: 18. Product: [Cl:1][C:2]1[CH:3]=[CH:4][C:5]([N:8]([CH2:21][C:22]2[CH:30]=[CH:29][C:25]([C:26]([NH:61][C:62]3[N:63]=[N:64][NH:65][N:66]=3)=[O:28])=[CH:24][CH:23]=2)[C:9]2[S:10][CH:11]=[C:12]([C:14]3[CH:19]=[CH:18][C:17]([Cl:20])=[CH:16][CH:15]=3)[N:13]=2)=[CH:6][CH:7]=1. Reactant: [Cl:1][C:2]1[CH:7]=[CH:6][C:5]([N:8]([CH2:21][C:22]2[CH:30]=[CH:29][C:25]([C:26]([OH:28])=O)=[CH:24][CH:23]=2)[C:9]2[S:10][CH:11]=[C:12]([C:14]3[CH:19]=[CH:18][C:17]([Cl:20])=[CH:16][CH:15]=3)[N:13]=2)=[CH:4][CH:3]=1.ON1C2C=CC=CC=2N=N1.Cl.C(N=C=NCCCN(C)C)C.C(N(CC)CC)C.O.[NH2:61][C:62]1[NH:66][N:65]=[N:64][N:63]=1. (7) Reactant: Cl[C:2]1[N:11]=[C:10]([O:12][CH2:13][C:14]([F:17])([F:16])[F:15])[C:9]([F:18])=[CH:8][C:3]=1[C:4]([O:6][CH3:7])=[O:5].[CH3:19][O-:20].[Na+].O. Product: [F:18][C:9]1[C:10]([O:12][CH2:13][C:14]([F:17])([F:16])[F:15])=[N:11][C:2]([O:20][CH3:19])=[C:3]([CH:8]=1)[C:4]([O:6][CH3:7])=[O:5]. The catalyst class is: 1.